The task is: Predict the product of the given reaction.. This data is from Forward reaction prediction with 1.9M reactions from USPTO patents (1976-2016). Given the reactants [OH:1][CH2:2][C:3]1[CH:4]=[C:5]2[C:10](=[CH:11][CH:12]=1)[C@H:9]([NH:13][C:14](=[O:33])[CH2:15][CH:16]1[C:21](=[O:22])[NH:20][CH2:19][CH2:18][N:17]1[S:23]([C:26]1[CH:31]=[CH:30][C:29]([CH3:32])=[CH:28][CH:27]=1)(=[O:25])=[O:24])[CH2:8][CH2:7][CH2:6]2, predict the reaction product. The product is: [CH:2]([C:3]1[CH:4]=[C:5]2[C:10](=[CH:11][CH:12]=1)[C@H:9]([NH:13][C:14](=[O:33])[CH2:15][CH:16]1[C:21](=[O:22])[NH:20][CH2:19][CH2:18][N:17]1[S:23]([C:26]1[CH:27]=[CH:28][C:29]([CH3:32])=[CH:30][CH:31]=1)(=[O:25])=[O:24])[CH2:8][CH2:7][CH2:6]2)=[O:1].